The task is: Binary Classification. Given a T-cell receptor sequence (or CDR3 region) and an epitope sequence, predict whether binding occurs between them.. This data is from TCR-epitope binding with 47,182 pairs between 192 epitopes and 23,139 TCRs. (1) The epitope is FLASKIGRLV. The TCR CDR3 sequence is CASSSTGSRQETQYF. Result: 1 (the TCR binds to the epitope). (2) The epitope is DPFRLLQNSQVFS. The TCR CDR3 sequence is CASSLNDFYEQYF. Result: 0 (the TCR does not bind to the epitope). (3) The TCR CDR3 sequence is CASRTSGTNNEQFF. The epitope is TLIGDCATV. Result: 1 (the TCR binds to the epitope). (4) The epitope is LEPLVDLPI. The TCR CDR3 sequence is CASSGRTSGNEQFF. Result: 0 (the TCR does not bind to the epitope). (5) The epitope is LPPAYTNSF. The TCR CDR3 sequence is CASSYLARGEQFF. Result: 0 (the TCR does not bind to the epitope). (6) The epitope is KRWIIMGLNK. The TCR CDR3 sequence is CASSFDYSYEQYF. Result: 0 (the TCR does not bind to the epitope). (7) The epitope is SLFNTVATLY. The TCR CDR3 sequence is CASSSGRAEETQYF. Result: 0 (the TCR does not bind to the epitope).